This data is from Catalyst prediction with 721,799 reactions and 888 catalyst types from USPTO. The task is: Predict which catalyst facilitates the given reaction. (1) Reactant: [C:1]1([CH:7]([O:14][C:15]([C:17]2[N:18]3[CH:21]([CH2:22][CH2:23][C:24]=2[SH:25])[C@@H:20]([NH:26][C:27](=[O:57])/[C:28](/[C:50]2[N:51]=[C:52]([NH2:56])[S:53][C:54]=2[Cl:55])=[N:29]\[O:30][C:31]([C:44]2[CH:49]=[CH:48][CH:47]=[CH:46][CH:45]=2)([C:38]2[CH:43]=[CH:42][CH:41]=[CH:40][CH:39]=2)[C:32]2[CH:37]=[CH:36][CH:35]=[CH:34][CH:33]=2)[C:19]3=[O:58])=[O:16])[C:8]2[CH:13]=[CH:12][CH:11]=[CH:10][CH:9]=2)[CH:6]=[CH:5][CH:4]=[CH:3][CH:2]=1.[C:59]([O:63][C:64]([NH:66][CH2:67][CH2:68][S:69][CH2:70][C:71]1[CH:72]=[N:73][CH:74]=[CH:75][C:76]=1Cl)=[O:65])([CH3:62])([CH3:61])[CH3:60].O. Product: [C:1]1([CH:7]([O:14][C:15]([C:17]2[N:18]3[CH:21]([CH2:22][CH2:23][C:24]=2[S:25][C:76]2[CH:75]=[CH:74][N:73]=[CH:72][C:71]=2[CH2:70][S:69][CH2:68][CH2:67][NH:66][C:64]([O:63][C:59]([CH3:62])([CH3:61])[CH3:60])=[O:65])[C@@H:20]([NH:26][C:27](=[O:57])/[C:28](/[C:50]2[N:51]=[C:52]([NH2:56])[S:53][C:54]=2[Cl:55])=[N:29]\[O:30][C:31]([C:38]2[CH:39]=[CH:40][CH:41]=[CH:42][CH:43]=2)([C:32]2[CH:37]=[CH:36][CH:35]=[CH:34][CH:33]=2)[C:44]2[CH:45]=[CH:46][CH:47]=[CH:48][CH:49]=2)[C:19]3=[O:58])=[O:16])[C:8]2[CH:13]=[CH:12][CH:11]=[CH:10][CH:9]=2)[CH:6]=[CH:5][CH:4]=[CH:3][CH:2]=1. The catalyst class is: 9. (2) Reactant: [OH:1][C@@H:2]1[CH2:7][CH2:6][C@H:5]([NH:8][C:9]([CH:11]2[CH2:16][CH2:15][C:14]([C:17]3[CH:22]=[CH:21][C:20]([C:23]4[CH:28]=[CH:27][C:26]([C:29]([NH:31][CH3:32])=[O:30])=[CH:25][CH:24]=4)=[CH:19][C:18]=3[CH3:33])=[CH:13][CH2:12]2)=[O:10])[CH2:4][CH2:3]1. Product: [OH:1][C@@H:2]1[CH2:3][CH2:4][C@H:5]([NH:8][C:9]([CH:11]2[CH2:12][CH2:13][CH:14]([C:17]3[CH:22]=[CH:21][C:20]([C:23]4[CH:28]=[CH:27][C:26]([C:29]([NH:31][CH3:32])=[O:30])=[CH:25][CH:24]=4)=[CH:19][C:18]=3[CH3:33])[CH2:15][CH2:16]2)=[O:10])[CH2:6][CH2:7]1. The catalyst class is: 43. (3) Reactant: [NH:1]1[C:5]2[CH:6]=[CH:7][CH:8]=[CH:9][C:4]=2[N:3]=[C:2]1[C:10]1[C:11]([NH2:16])=[N:12][CH:13]=[CH:14][N:15]=1.[CH3:17][O:18][CH2:19][CH2:20]Br.C(=O)([O-])[O-].[Cs+].[Cs+].C(OCC)C. Product: [CH3:17][O:18][CH2:19][CH2:20][N:1]1[C:5]2[CH:6]=[CH:7][CH:8]=[CH:9][C:4]=2[N:3]=[C:2]1[C:10]1[C:11]([NH2:16])=[N:12][CH:13]=[CH:14][N:15]=1. The catalyst class is: 9. (4) Reactant: [N+:1]([C:4]1[CH:11]=[CH:10][C:7]([CH2:8]O)=[CH:6][C:5]=1[O:12][CH3:13])([O-:3])=[O:2].C(Br)(Br)(Br)[Br:15].C1(P(C2C=CC=CC=2)C2C=CC=CC=2)C=CC=CC=1. Product: [CH3:13][O:12][C:5]1[CH:6]=[C:7]([CH:10]=[CH:11][C:4]=1[N+:1]([O-:3])=[O:2])[CH2:8][Br:15]. The catalyst class is: 1. (5) Reactant: [F:1][C:2]1[CH:7]=[CH:6][C:5]([N:8]2[CH:13]=[CH:12][CH:11]=[C:10]([C:14]([O:16]C)=[O:15])[C:9]2=[O:18])=[CH:4][CH:3]=1.[OH-].[Na+]. Product: [F:1][C:2]1[CH:7]=[CH:6][C:5]([N:8]2[CH:13]=[CH:12][CH:11]=[C:10]([C:14]([OH:16])=[O:15])[C:9]2=[O:18])=[CH:4][CH:3]=1. The catalyst class is: 5.